This data is from Forward reaction prediction with 1.9M reactions from USPTO patents (1976-2016). The task is: Predict the product of the given reaction. (1) Given the reactants [F:1][C:2]1[C:10]2[NH:9][C:8]3[CH2:11][CH2:12][N:13]([C:15]([C:17]4[CH:22]=[C:21]([S:23]([CH3:26])(=[O:25])=[O:24])[CH:20]=[CH:19][C:18]=4[O:27][CH:28]([CH3:30])[CH3:29])=[O:16])[CH2:14][C:7]=3[C:6]=2[CH:5]=[CH:4][CH:3]=1.[CH3:31][S:32](Cl)(=[O:34])=[O:33].C(N(CC)CC)C, predict the reaction product. The product is: [F:1][C:2]1[C:10]2[N:9]([S:32]([CH3:31])(=[O:34])=[O:33])[C:8]3[CH2:11][CH2:12][N:13]([C:15]([C:17]4[CH:22]=[C:21]([S:23]([CH3:26])(=[O:25])=[O:24])[CH:20]=[CH:19][C:18]=4[O:27][CH:28]([CH3:30])[CH3:29])=[O:16])[CH2:14][C:7]=3[C:6]=2[CH:5]=[CH:4][CH:3]=1. (2) Given the reactants [NH2:1][C@@H:2]([CH3:17])[C@@H:3]([C:5]1[CH:6]=[CH:7][C:8]([OH:16])=[C:9]([NH:11][S:12]([CH3:15])(=[O:14])=[O:13])[CH:10]=1)[OH:4].[CH3:18][O:19][C:20]1[CH:21]=[C:22]([CH:25]=[C:26]([O:30][CH3:31])[C:27]=1[O:28][CH3:29])[CH:23]=O.O, predict the reaction product. The product is: [OH:16][C:8]1[CH:7]=[CH:6][C:5]([C@@H:3]([OH:4])[C@@H:2]([NH:1][CH2:23][C:22]2[CH:25]=[C:26]([O:30][CH3:31])[C:27]([O:28][CH3:29])=[C:20]([O:19][CH3:18])[CH:21]=2)[CH3:17])=[CH:10][C:9]=1[NH:11][S:12]([CH3:15])(=[O:14])=[O:13]. (3) Given the reactants [F:1][C:2]1[CH:7]=[C:6]([F:8])[CH:5]=[CH:4][C:3]=1[CH2:9][NH:10][C:11]([C:13]1[C:14](=[O:39])[C:15]([O:31]CC2C=CC=CC=2)=[C:16]2[C:28](=[O:29])[N:20]3[CH2:21][CH2:22][C@@H:23]4[CH2:27][CH2:26][CH2:25][N:24]4[C@@H:19]3[CH2:18][N:17]2[CH:30]=1)=[O:12], predict the reaction product. The product is: [F:1][C:2]1[CH:7]=[C:6]([F:8])[CH:5]=[CH:4][C:3]=1[CH2:9][NH:10][C:11]([C:13]1[C:14](=[O:39])[C:15]([OH:31])=[C:16]2[C:28](=[O:29])[N:20]3[CH2:21][CH2:22][C@@H:23]4[CH2:27][CH2:26][CH2:25][N:24]4[C@@H:19]3[CH2:18][N:17]2[CH:30]=1)=[O:12]. (4) The product is: [NH:1]1[C:9]2[C:4](=[CH:5][C:6]([CH2:10][N:11]([CH3:12])[C:29](=[O:31])/[CH:28]=[CH:27]/[C:24]3[CH:25]=[N:26][C:20]4[NH:19][C:18](=[O:32])[CH2:17][N:16]([CH3:15])[CH2:22][C:21]=4[CH:23]=3)=[CH:7][CH:8]=2)[CH:3]=[CH:2]1. Given the reactants [NH:1]1[C:9]2[C:4](=[CH:5][C:6]([CH2:10][NH:11][CH3:12])=[CH:7][CH:8]=2)[CH:3]=[CH:2]1.Cl.Cl.[CH3:15][N:16]1[CH2:22][C:21]2[CH:23]=[C:24](/[CH:27]=[CH:28]/[C:29]([OH:31])=O)[CH:25]=[N:26][C:20]=2[NH:19][C:18](=[O:32])[CH2:17]1.C1C=CC2N(O)N=NC=2C=1.C(N(C(C)C)CC)(C)C.CCN=C=NCCCN(C)C.Cl, predict the reaction product. (5) Given the reactants [CH3:1][O:2][C:3]1[CH:14]=[CH:13][C:6]([C:7](N(OC)C)=[O:8])=[CH:5][C:4]=1[CH3:15].[CH2:16]([Mg]Br)[CH3:17].[Cl-].[NH4+], predict the reaction product. The product is: [CH3:1][O:2][C:3]1[CH:14]=[CH:13][C:6]([C:7](=[O:8])[CH2:16][CH3:17])=[CH:5][C:4]=1[CH3:15].